From a dataset of Forward reaction prediction with 1.9M reactions from USPTO patents (1976-2016). Predict the product of the given reaction. Given the reactants [C:1](=[O:40])([O:18][CH2:19]/[C:20](/[C:30]1[CH:35]=[CH:34][C:33]([S:36]([CH3:39])(=[O:38])=[O:37])=[CH:32][CH:31]=1)=[C:21](/[C:24]1[CH:29]=[CH:28][CH:27]=[CH:26][CH:25]=1)\[CH2:22][OH:23])[O:2][C:3]1[CH:8]=[CH:7][CH:6]=[C:5]([CH2:9][O:10][Si:11]([C:14]([CH3:17])([CH3:16])[CH3:15])([CH3:13])[CH3:12])[CH:4]=1.C[C:42](OI1(OC(C)=O)(OC(C)=O)OC(=O)C2C=CC=CC1=2)=[O:43].[O-]Cl=O.[Na+].CC(=CC)C.[N+](=C)=[N-], predict the reaction product. The product is: [Si:11]([O:10][CH2:9][C:5]1[CH:4]=[C:3]([CH:8]=[CH:7][CH:6]=1)[O:2][C:1]([O:18][CH2:19]/[C:20](/[C:30]1[CH:31]=[CH:32][C:33]([S:36]([CH3:39])(=[O:38])=[O:37])=[CH:34][CH:35]=1)=[C:21](/[C:24]1[CH:25]=[CH:26][CH:27]=[CH:28][CH:29]=1)\[C:22]([O:43][CH3:42])=[O:23])=[O:40])([C:14]([CH3:17])([CH3:16])[CH3:15])([CH3:13])[CH3:12].